From a dataset of Full USPTO retrosynthesis dataset with 1.9M reactions from patents (1976-2016). Predict the reactants needed to synthesize the given product. Given the product [F:9][C:10]1[CH:18]=[CH:17][C:16]([I:19])=[CH:15][C:11]=1[C:12]([N:2]([CH3:3])[CH3:1])=[O:13], predict the reactants needed to synthesize it. The reactants are: [CH3:1][NH:2][CH3:3].O1CCCC1.[F:9][C:10]1[CH:18]=[CH:17][C:16]([I:19])=[CH:15][C:11]=1[C:12](Cl)=[O:13].